Dataset: Catalyst prediction with 721,799 reactions and 888 catalyst types from USPTO. Task: Predict which catalyst facilitates the given reaction. (1) Reactant: [CH2:1]([O:3][C:4]([C:6]1[CH:7]=[N:8][N:9]([CH2:11][C:12]2[S:13][CH:14]=[C:15]([C:17]([OH:19])=O)[N:16]=2)[CH:10]=1)=[O:5])[CH3:2].[NH4+].O[N:22]1C2C=CC=CC=2N=N1.C(=O)([O-])O.[Na+]. Product: [C:17]([C:15]1[N:16]=[C:12]([CH2:11][N:9]2[CH:10]=[C:6]([C:4]([O:3][CH2:1][CH3:2])=[O:5])[CH:7]=[N:8]2)[S:13][CH:14]=1)(=[O:19])[NH2:22]. The catalyst class is: 9. (2) Reactant: [F:1][C:2]1[C:3]([O:29]C)=[C:4]([C:8]2[N:13]([CH2:14][CH2:15][C:16]3[S:17][CH:18]=[CH:19][CH:20]=3)[C:12](=[O:21])[C:11]([C:22]3[CH:27]=[CH:26][CH:25]=[CH:24][CH:23]=3)=[C:10]([CH3:28])[N:9]=2)[CH:5]=[CH:6][CH:7]=1.B(Br)(Br)Br. Product: [F:1][C:2]1[C:3]([OH:29])=[C:4]([C:8]2[N:13]([CH2:14][CH2:15][C:16]3[S:17][CH:18]=[CH:19][CH:20]=3)[C:12](=[O:21])[C:11]([C:22]3[CH:27]=[CH:26][CH:25]=[CH:24][CH:23]=3)=[C:10]([CH3:28])[N:9]=2)[CH:5]=[CH:6][CH:7]=1. The catalyst class is: 793. (3) Reactant: [F:1][C:2]1[CH:3]=[N:4][C:5]([O:17][C:18]2[CH:23]=[CH:22][CH:21]=[C:20]([S:24][CH3:25])[CH:19]=2)=[C:6]([CH:16]=1)[C:7]([NH:9][CH:10]1[CH2:15][CH2:14][NH:13][CH2:12][CH2:11]1)=[O:8].C(N(CC)CC)C.[CH3:33][CH:34]([CH3:39])[CH2:35][C:36](Cl)=[O:37].Cl.CN(C)CCCN=C=NCC. Product: [NH3:4].[F:1][C:2]1[CH:3]=[N:4][C:5]([O:17][C:18]2[CH:23]=[CH:22][CH:21]=[C:20]([S:24][CH3:25])[CH:19]=2)=[C:6]([CH:16]=1)[C:7]([NH:9][CH:10]1[CH2:11][CH2:12][N:13]([C:36](=[O:37])[CH2:35][CH:34]([CH3:39])[CH3:33])[CH2:14][CH2:15]1)=[O:8]. The catalyst class is: 4. (4) Reactant: [C:1]([O:5][C:6]([N:8]1[CH2:26][CH2:25][C:11]2[N:12]([CH2:19][C:20]([O:22]CC)=[O:21])[C:13]3[CH:14]=[CH:15][CH:16]=[CH:17][C:18]=3[C:10]=2[CH2:9]1)=[O:7])([CH3:4])([CH3:3])[CH3:2].[OH-].[Na+]. Product: [C:1]([O:5][C:6]([N:8]1[CH2:26][CH2:25][C:11]2[N:12]([CH2:19][C:20]([OH:22])=[O:21])[C:13]3[CH:14]=[CH:15][CH:16]=[CH:17][C:18]=3[C:10]=2[CH2:9]1)=[O:7])([CH3:4])([CH3:2])[CH3:3]. The catalyst class is: 20. (5) Reactant: [CH2:1]([C:4]1[N:5]=[C:6]([C@@H:26]2[C@H:30]([CH2:31][CH3:32])[CH2:29][C@H:28]([NH:33][S:34]([CH:37]3[CH2:39][CH2:38]3)(=[O:36])=[O:35])[CH2:27]2)[N:7]2[C:12]3[CH:13]=[CH:14][N:15](S(C4C=CC(C)=CC=4)(=O)=O)[C:11]=3[N:10]=[CH:9][C:8]=12)[CH:2]=[CH2:3].CSC.[OH:43]O.[OH-].[Na+]. Product: [CH2:31]([C@H:30]1[C@@H:26]([C:6]2[N:7]3[C:12]4[CH:13]=[CH:14][NH:15][C:11]=4[N:10]=[CH:9][C:8]3=[C:4]([CH2:1][CH2:2][CH2:3][OH:43])[N:5]=2)[CH2:27][C@@H:28]([NH:33][S:34]([CH:37]2[CH2:39][CH2:38]2)(=[O:35])=[O:36])[CH2:29]1)[CH3:32]. The catalyst class is: 249.